Dataset: Catalyst prediction with 721,799 reactions and 888 catalyst types from USPTO. Task: Predict which catalyst facilitates the given reaction. (1) Product: [CH3:1][C:2]1([CH3:24])[CH2:7][O:6][C:5](=[S:8])[N:4]([CH2:9][C:10]2[CH:15]=[CH:14][CH:13]=[CH:12][C:11]=2[N:16]([C:31]([O:33][CH3:34])=[O:32])[S:17]([C:20]([F:23])([F:21])[F:22])(=[O:19])=[O:18])[CH2:3]1. The catalyst class is: 10. Reactant: [CH3:1][C:2]1([CH3:24])[CH2:7][O:6][C:5](=[S:8])[N:4]([CH2:9][C:10]2[CH:15]=[CH:14][CH:13]=[CH:12][C:11]=2[NH:16][S:17]([C:20]([F:23])([F:22])[F:21])(=[O:19])=[O:18])[CH2:3]1.C(=O)([O-])O.[Na+].Cl[C:31]([O:33][CH3:34])=[O:32].O. (2) Reactant: [C:1]([NH:4][C:5]1[CH:14]=[CH:13][CH:12]=[C:11]2[C:6]=1[CH:7]=[CH:8][CH:9]=[C:10]2[S:15](Cl)(=[O:17])=[O:16])(=[O:3])[CH3:2].[CH3:19][NH2:20]. Product: [CH3:19][NH:20][S:15]([C:10]1[CH:9]=[CH:8][CH:7]=[C:6]2[C:11]=1[CH:12]=[CH:13][CH:14]=[C:5]2[NH:4][C:1](=[O:3])[CH3:2])(=[O:17])=[O:16]. The catalyst class is: 8. (3) Reactant: [O:1]1[C:5]2[CH:6]=[CH:7][C:8]([C:10]3([C:13]([NH:15][C:16]4[CH:21]=[CH:20][C:19]([C:22](=[O:31])[C:23]5[CH:28]=[CH:27][CH:26]=[CH:25][C:24]=5[O:29][CH3:30])=[CH:18][N:17]=4)=[O:14])[CH2:12][CH2:11]3)=[CH:9][C:4]=2[O:3][CH2:2]1.[BH4-].[Na+]. Product: [O:1]1[C:5]2[CH:6]=[CH:7][C:8]([C:10]3([C:13]([NH:15][C:16]4[CH:21]=[CH:20][C:19]([CH:22]([OH:31])[C:23]5[CH:28]=[CH:27][CH:26]=[CH:25][C:24]=5[O:29][CH3:30])=[CH:18][N:17]=4)=[O:14])[CH2:12][CH2:11]3)=[CH:9][C:4]=2[O:3][CH2:2]1. The catalyst class is: 5. (4) Reactant: [NH2:1][C:2]1[N:7]=[C:6]([Cl:8])[C:5]([NH2:9])=[C:4]([Cl:10])[N:3]=1.O.[CH:12](O)=[O:13]. Product: [NH2:1][C:2]1[N:7]=[C:6]([Cl:8])[C:5]([NH:9][CH:12]=[O:13])=[C:4]([Cl:10])[N:3]=1. The catalyst class is: 11. (5) Reactant: [CH3:1][O:2][C:3](=[O:28])[CH2:4][CH2:5][CH2:6][CH2:7][C:8]1([C:14]2[CH:19]=[CH:18][C:17]([O:20][CH3:21])=[CH:16][C:15]=2[NH:22][C:23](=[O:27])[C@H:24]([NH2:26])[CH3:25])[S:13][CH2:12][CH2:11][CH2:10][S:9]1.[NH:29]([C:34]([O:36][C:37]([CH3:40])([CH3:39])[CH3:38])=[O:35])[CH2:30][C:31](O)=[O:32].C1C=CC2N(O)N=NC=2C=1.CCN(CC)CC. Product: [CH3:1][O:2][C:3](=[O:28])[CH2:4][CH2:5][CH2:6][CH2:7][C:8]1([C:14]2[CH:19]=[CH:18][C:17]([O:20][CH3:21])=[CH:16][C:15]=2[NH:22][C:23](=[O:27])[C@H:24]([NH:26][C:31](=[O:32])[CH2:30][NH:29][C:34]([O:36][C:37]([CH3:39])([CH3:38])[CH3:40])=[O:35])[CH3:25])[S:13][CH2:12][CH2:11][CH2:10][S:9]1. The catalyst class is: 2. (6) Reactant: Cl[C:2]1[N:7]=[C:6]([NH:8][C@@H:9]2[C:17]3[C:12](=[CH:13][CH:14]=[CH:15][CH:16]=3)[CH2:11][C@@H:10]2[OH:18])[CH:5]=[N:4][CH:3]=1.C[O-].[Na+].[C:22]([O-])(O)=[O:23].[Na+]. Product: [CH3:22][O:23][C:2]1[N:7]=[C:6]([NH:8][C@@H:9]2[C:17]3[C:12](=[CH:13][CH:14]=[CH:15][CH:16]=3)[CH2:11][C@@H:10]2[OH:18])[CH:5]=[N:4][CH:3]=1. The catalyst class is: 191. (7) Reactant: Cl[C:2]1[CH:7]=[CH:6][C:5]([N+:8]([O-:10])=[O:9])=[CH:4][N:3]=1.[NH:11]1[CH2:16][CH2:15][O:14][CH2:13][CH2:12]1.CCN(CC)CC. Product: [N+:8]([C:5]1[CH:6]=[CH:7][C:2]([N:11]2[CH2:16][CH2:15][O:14][CH2:13][CH2:12]2)=[N:3][CH:4]=1)([O-:10])=[O:9]. The catalyst class is: 25. (8) Reactant: [O:1]1[CH:6]=[CH:5][CH2:4][CH2:3][CH:2]1[NH2:7].[H][H]. Product: [O:1]1[CH:6]=[CH:5][CH2:4][CH2:3][CH:2]1[NH2:7].[O:1]1[CH2:6][CH2:5][CH2:4][CH2:3][CH:2]1[NH2:7]. The catalyst class is: 5.